From a dataset of Peptide-MHC class I binding affinity with 185,985 pairs from IEDB/IMGT. Regression. Given a peptide amino acid sequence and an MHC pseudo amino acid sequence, predict their binding affinity value. This is MHC class I binding data. (1) The peptide sequence is DLKLVDVKL. The MHC is HLA-B08:01 with pseudo-sequence HLA-B08:01. The binding affinity (normalized) is 0.0847. (2) The peptide sequence is HSETVIHRY. The binding affinity (normalized) is 0.0847. The MHC is HLA-B58:01 with pseudo-sequence HLA-B58:01. (3) The peptide sequence is DSEPISILDR. The MHC is HLA-A31:01 with pseudo-sequence HLA-A31:01. The binding affinity (normalized) is 0. (4) The peptide sequence is MLREGNQAF. The MHC is HLA-A68:02 with pseudo-sequence HLA-A68:02. The binding affinity (normalized) is 0.0847.